Dataset: Forward reaction prediction with 1.9M reactions from USPTO patents (1976-2016). Task: Predict the product of the given reaction. (1) Given the reactants C[O:2][CH:3](OC)[CH2:4][S:5][C:6]1[CH:11]=[CH:10][C:9]([O:12][CH3:13])=[CH:8][CH:7]=1, predict the reaction product. The product is: [CH3:13][O:12][C:9]1[CH:10]=[CH:11][C:6]([S:5][CH2:4][CH:3]=[O:2])=[CH:7][CH:8]=1. (2) Given the reactants [CH3:1][C:2]1[CH:3]=[CH:4][C:5]([N+:11]([O-:13])=[O:12])=[C:6]([CH:10]=1)[C:7]([OH:9])=[O:8].S(=O)(=O)(O)O.O.[CH2:20](O)[CH3:21], predict the reaction product. The product is: [CH2:20]([O:8][C:7](=[O:9])[C:6]1[CH:10]=[C:2]([CH3:1])[CH:3]=[CH:4][C:5]=1[N+:11]([O-:13])=[O:12])[CH3:21]. (3) Given the reactants [F:1][C:2]([F:19])([F:18])[C:3]([F:17])([C:13]([F:16])([F:15])[F:14])[CH2:4][CH:5]([C:9]([F:12])([F:11])[F:10])[CH2:6][CH2:7]I.[C:20]([O-:23])(=[O:22])[CH3:21].[Na+].CN(C)C=O, predict the reaction product. The product is: [C:20]([O:23][CH2:7][CH2:6][CH:5]([C:9]([F:12])([F:11])[F:10])[CH2:4][C:3]([F:17])([C:13]([F:16])([F:15])[F:14])[C:2]([F:19])([F:18])[F:1])(=[O:22])[CH3:21].